Dataset: Choline transporter screen with 302,306 compounds. Task: Binary Classification. Given a drug SMILES string, predict its activity (active/inactive) in a high-throughput screening assay against a specified biological target. (1) The result is 0 (inactive). The drug is Clc1cc(NC(=O)Cn2c(=O)c3c(n(nc3)c3cc(c(cc3)C)C)nc2)ccc1. (2) The molecule is s1c(CNC(=O)c2cn(c3nc(ccc3c2=O)C)CC)ccc1. The result is 0 (inactive).